Dataset: Reaction yield outcomes from USPTO patents with 853,638 reactions. Task: Predict the reaction yield, written as a fraction of the theoretical maximum amount of product (1.0 means a 100% yield; for example, 0.34 means a 34% yield). (1) The reactants are [N:1]1[CH:6]=[CH:5][CH:4]=[CH:3][C:2]=1[S:7]([NH:10][CH2:11][CH2:12][NH:13][C:14](=[O:20])[O:15][C:16]([CH3:19])([CH3:18])[CH3:17])(=[O:9])=[O:8].[CH:21]1([CH2:27]Br)[CH2:26][CH2:25][CH2:24][CH2:23][CH2:22]1.C([O-])([O-])=O.[Cs+].[Cs+].[Cl-]. The catalyst is CN(C=O)C.O. The product is [CH:21]1([CH2:27][N:10]([CH2:11][CH2:12][NH:13][C:14](=[O:20])[O:15][C:16]([CH3:17])([CH3:19])[CH3:18])[S:7]([C:2]2[CH:3]=[CH:4][CH:5]=[CH:6][N:1]=2)(=[O:9])=[O:8])[CH2:26][CH2:25][CH2:24][CH2:23][CH2:22]1. The yield is 1.00. (2) The reactants are [CH2:1]([C:3]1[S:7][C:6]([C:8]2[O:12][CH:11]=[N:10][C:9]=2[CH3:13])=[CH:5][CH:4]=1)[CH3:2].[Li+].C[Si]([N-][Si](C)(C)C)(C)C.[Cl:24]C(Cl)(Cl)C(Cl)(Cl)Cl. The catalyst is C1COCC1. The product is [Cl:24][C:11]1[O:12][C:8]([C:6]2[S:7][C:3]([CH2:1][CH3:2])=[CH:4][CH:5]=2)=[C:9]([CH3:13])[N:10]=1. The yield is 0.610. (3) The reactants are [CH2:1]([O:3][C:4]([C:6]1([C:11]([CH3:19])([CH3:18])[O:12][SiH2:13][C:14]([CH3:17])([CH3:16])[CH3:15])[CH2:10][CH2:9][NH:8][CH2:7]1)=[O:5])[CH3:2].C(N(CC)CC)C.C(=O)([O-])[O-].[Cs+].[Cs+].Br[CH2:34][C:35]([O:37][C:38]([CH3:41])([CH3:40])[CH3:39])=[O:36]. The catalyst is C(#N)C. The product is [CH2:1]([O:3][C:4]([C:6]1([C:11]([CH3:18])([CH3:19])[O:12][SiH2:13][C:14]([CH3:17])([CH3:16])[CH3:15])[CH2:10][CH2:9][N:8]([CH2:34][C:35]([O:37][C:38]([CH3:41])([CH3:40])[CH3:39])=[O:36])[CH2:7]1)=[O:5])[CH3:2]. The yield is 0.940.